This data is from Forward reaction prediction with 1.9M reactions from USPTO patents (1976-2016). The task is: Predict the product of the given reaction. (1) Given the reactants [Br:1][C:2]1[CH:3]=[C:4]2[C:8](=[CH:9][CH:10]=1)[C:7](=[O:11])[CH2:6][CH2:5]2.C[Si]([N:16]=[N+]=[N-])(C)C, predict the reaction product. The product is: [Br:1][C:2]1[CH:3]=[C:4]2[C:8](=[CH:9][CH:10]=1)[C:7](=[O:11])[NH:16][CH2:6][CH2:5]2. (2) Given the reactants [Cl:1][C:2]1[CH:3]=[C:4]([CH:20]=[CH:21][CH:22]=1)[CH2:5][NH:6][C:7](=[O:19])[C:8]1[CH:13]=[CH:12][C:11]([CH:14]=O)=[C:10]([N+:16]([O-])=O)[CH:9]=1.[NH2:23][CH2:24][CH:25]([C:34]1[CH:39]=[CH:38][CH:37]=[CH:36][N:35]=1)[CH2:26][CH2:27][N:28]1[CH2:32][CH2:31][CH2:30][C:29]1=[O:33].N1C2C(=CC=CC=2)C=N1, predict the reaction product. The product is: [Cl:1][C:2]1[CH:3]=[C:4]([CH:20]=[CH:21][CH:22]=1)[CH2:5][NH:6][C:7]([C:8]1[CH:13]=[CH:12][C:11]2[C:10]([CH:9]=1)=[N:16][N:23]([CH2:24][CH:25]([C:34]1[CH:39]=[CH:38][CH:37]=[CH:36][N:35]=1)[CH2:26][CH2:27][N:28]1[CH2:32][CH2:31][CH2:30][C:29]1=[O:33])[CH:14]=2)=[O:19]. (3) Given the reactants [NH2:1][C:2]1[S:3][CH:4]=[C:5]([C:7]2[CH:12]=[CH:11][C:10]([CH3:13])=[C:9]([CH3:14])[CH:8]=2)[N:6]=1.[C:15]1(=[O:25])[O:20][C:18](=[O:19])[C:17]2=[CH:21][CH:22]=[CH:23][CH:24]=[C:16]12, predict the reaction product. The product is: [CH3:14][C:9]1[CH:8]=[C:7]([C:5]2[N:6]=[C:2]([NH:1][C:15]([C:16]3[CH:24]=[CH:23][CH:22]=[CH:21][C:17]=3[C:18]([OH:20])=[O:19])=[O:25])[S:3][CH:4]=2)[CH:12]=[CH:11][C:10]=1[CH3:13].